Dataset: Full USPTO retrosynthesis dataset with 1.9M reactions from patents (1976-2016). Task: Predict the reactants needed to synthesize the given product. (1) Given the product [NH2:39][C:32]1[C:31]2[C:36](=[CH:37][CH:38]=[C:29]([C:27]3[S:28][C:24]([CH2:23][NH:22][C:5]4[C:4]([S:9]([NH:12][CH2:13][C:14]5[CH:19]=[CH:18][C:17]([F:20])=[C:16]([F:21])[CH:15]=5)(=[O:11])=[O:10])=[CH:3][C:2]([Br:1])=[CH:7][N:6]=4)=[CH:25][CH:26]=3)[CH:30]=2)[N:35]=[CH:34][N:33]=1, predict the reactants needed to synthesize it. The reactants are: [Br:1][C:2]1[CH:3]=[C:4]([S:9]([NH:12][CH2:13][C:14]2[CH:19]=[CH:18][C:17]([F:20])=[C:16]([F:21])[CH:15]=2)(=[O:11])=[O:10])[C:5](F)=[N:6][CH:7]=1.[NH2:22][CH2:23][C:24]1[S:28][C:27]([C:29]2[CH:30]=[C:31]3[C:36](=[CH:37][CH:38]=2)[N:35]=[CH:34][N:33]=[C:32]3[NH2:39])=[CH:26][CH:25]=1.C([O-])(O)=O.[Na+]. (2) The reactants are: [CH:1]1[C:9]2[C:8]3[CH:10]=[CH:11][CH:12]=[CH:13][C:7]=3[O:6][C:5]=2C=[CH:3][CH:2]=1.CN(C)[CH2:16][CH2:17]N(C)C.[CH2:22](OCC)C.CI. Given the product [CH3:22][C:13]1[C:7]2[O:6][C:5]3[C:16]([CH3:17])=[CH:3][CH:2]=[CH:1][C:9]=3[C:8]=2[CH:10]=[CH:11][CH:12]=1, predict the reactants needed to synthesize it. (3) Given the product [CH3:1][C:2]1[CH:3]=[C:4]([CH:21]=[CH:22][C:23]=1[CH3:24])[C:5]([C:7]1[C:16](=[O:17])[C:15]2[C:10](=[CH:11][CH:12]=[CH:13][CH:14]=2)[N:9]([CH2:18][C:19]2[N:25]=[N:26][NH:27][CH:20]=2)[CH:8]=1)=[O:6], predict the reactants needed to synthesize it. The reactants are: [CH3:1][C:2]1[CH:3]=[C:4]([CH:21]=[CH:22][C:23]=1[CH3:24])[C:5]([C:7]1[C:16](=[O:17])[C:15]2[C:10](=[CH:11][CH:12]=[CH:13][CH:14]=2)[N:9]([CH2:18][C:19]#[CH:20])[CH:8]=1)=[O:6].[N:25](COC(=O)NC(C)(C)C)=[N+:26]=[N-:27].[OH-].[Na+]. (4) Given the product [CH2:1]([N:7]1[C:16]2[C:11](=[CH:12][CH:13]=[CH:14][CH:15]=2)[C:10]([OH:17])=[C:9]([C:18]([NH:20][C:21]2[CH:33]=[CH:32][C:24]([C:25]([OH:27])=[O:26])=[CH:23][CH:22]=2)=[O:19])[C:8]1=[O:34])[CH2:2][CH2:3][CH2:4][CH2:5][CH3:6], predict the reactants needed to synthesize it. The reactants are: [CH2:1]([N:7]1[C:16]2[C:11](=[CH:12][CH:13]=[CH:14][CH:15]=2)[C:10]([OH:17])=[C:9]([C:18]([NH:20][C:21]2[CH:33]=[CH:32][C:24]([C:25]([O:27]C(C)(C)C)=[O:26])=[CH:23][CH:22]=2)=[O:19])[C:8]1=[O:34])[CH2:2][CH2:3][CH2:4][CH2:5][CH3:6].FC(F)(F)C(O)=O. (5) Given the product [CH3:1][O:2][C:3](=[O:30])[CH2:4][O:5][C:6]1[CH:29]=[CH:28][C:9]([CH2:10][N:11]2[C:19]3[C:14](=[CH:15][C:16]([C:20]([OH:22])=[O:21])=[CH:17][CH:18]=3)[C:13]([CH3:26])=[C:12]2[CH3:27])=[CH:8][CH:7]=1, predict the reactants needed to synthesize it. The reactants are: [CH3:1][O:2][C:3](=[O:30])[CH2:4][O:5][C:6]1[CH:29]=[CH:28][C:9]([CH2:10][N:11]2[C:19]3[C:14](=[CH:15][C:16]([C:20]([O:22]CC=C)=[O:21])=[CH:17][CH:18]=3)[C:13]([CH3:26])=[C:12]2[CH3:27])=[CH:8][CH:7]=1.N1CCOCC1. (6) Given the product [CH2:1]([CH:3]1[C:8](=[O:9])[N:7]([CH3:37])[C:6]2[CH:10]=[CH:11][CH:12]=[C:13]([C:14]3[C:15]4[CH:24]=[CH:23][N:22]([S:25]([C:28]5[CH:29]=[CH:30][C:31]([CH3:34])=[CH:32][CH:33]=5)(=[O:26])=[O:27])[C:16]=4[C:17](=[O:21])[N:18]([CH3:20])[CH:19]=3)[C:5]=2[O:4]1)[CH3:2], predict the reactants needed to synthesize it. The reactants are: [CH2:1]([CH:3]1[C:8](=[O:9])[NH:7][C:6]2[CH:10]=[CH:11][CH:12]=[C:13]([C:14]3[C:15]4[CH:24]=[CH:23][N:22]([S:25]([C:28]5[CH:33]=[CH:32][C:31]([CH3:34])=[CH:30][CH:29]=5)(=[O:27])=[O:26])[C:16]=4[C:17](=[O:21])[N:18]([CH3:20])[CH:19]=3)[C:5]=2[O:4]1)[CH3:2].[H-].[Na+].[CH3:37]I. (7) The reactants are: [CH2:1]([O:3][C:4](=[O:19])[CH2:5][CH2:6][C:7]1[CH:12]=[CH:11][C:10]([NH2:13])=[C:9]([C:14](=[O:18])[N:15]([CH3:17])[CH3:16])[CH:8]=1)[CH3:2].CN(C)C.[F:24][C:25]([F:42])([F:41])[C:26]1[CH:31]=[CH:30][C:29]([C:32]2[C:33]([C:38](Cl)=[O:39])=[CH:34][CH:35]=[CH:36][CH:37]=2)=[CH:28][CH:27]=1. Given the product [CH2:1]([O:3][C:4](=[O:19])[CH2:5][CH2:6][C:7]1[CH:12]=[CH:11][C:10]([NH:13][C:38]([C:33]2[C:32]([C:29]3[CH:30]=[CH:31][C:26]([C:25]([F:24])([F:41])[F:42])=[CH:27][CH:28]=3)=[CH:37][CH:36]=[CH:35][CH:34]=2)=[O:39])=[C:9]([C:14](=[O:18])[N:15]([CH3:16])[CH3:17])[CH:8]=1)[CH3:2], predict the reactants needed to synthesize it.